From a dataset of Forward reaction prediction with 1.9M reactions from USPTO patents (1976-2016). Predict the product of the given reaction. (1) Given the reactants [Cl:1][C:2]1[N:7]=[C:6]([C:8](=O)[CH3:9])[C:5]([OH:11])=[CH:4][CH:3]=1.Br[CH2:13][C:14]([CH:16]1[CH2:21][CH2:20][CH2:19][CH2:18][CH2:17]1)=[O:15].C(=O)([O-])[O-].[K+].[K+].[Cl-].[NH4+], predict the reaction product. The product is: [Cl:1][C:2]1[N:7]=[C:6]2[C:8]([CH3:9])=[C:13]([C:14]([CH:16]3[CH2:21][CH2:20][CH2:19][CH2:18][CH2:17]3)=[O:15])[O:11][C:5]2=[CH:4][CH:3]=1. (2) Given the reactants [OH:1][C:2]1[C:11]2[C:6](=[CH:7][CH:8]=[CH:9][CH:10]=2)[C:5](/[CH:12]=[CH:13]/[C:14]([O:16][CH2:17][CH3:18])=[O:15])=[CH:4][CH:3]=1.S(NN)(C1C=CC(C)=CC=1)(=O)=O.CC([O-])=O.[Na+].COCCOC, predict the reaction product. The product is: [OH:1][C:2]1[C:11]2[C:6](=[CH:7][CH:8]=[CH:9][CH:10]=2)[C:5]([CH2:12][CH2:13][C:14]([O:16][CH2:17][CH3:18])=[O:15])=[CH:4][CH:3]=1.